This data is from CYP2C9 inhibition data for predicting drug metabolism from PubChem BioAssay. The task is: Regression/Classification. Given a drug SMILES string, predict its absorption, distribution, metabolism, or excretion properties. Task type varies by dataset: regression for continuous measurements (e.g., permeability, clearance, half-life) or binary classification for categorical outcomes (e.g., BBB penetration, CYP inhibition). Dataset: cyp2c9_veith. (1) The compound is Cn1c(CCC(=O)Nc2ccc(N3CCOCC3)cc2)nc(=O)c2ccccc21. The result is 0 (non-inhibitor). (2) The compound is O=C(Nc1cccc(F)c1)N1CC2(CCN(C(=O)c3ccncc3)CC2)C1. The result is 0 (non-inhibitor). (3) The molecule is CCN1CCC[C@@H]1CNC(=O)c1c(O)c(Cl)cc(Cl)c1OC.O=C(O)[C@@H](O)[C@@H](O)C(=O)O. The result is 0 (non-inhibitor). (4) The drug is COc1ccc(NC(=O)N2CCCC3(CCN(C(=O)c4c(C)noc4C)CC3)C2)cc1. The result is 0 (non-inhibitor). (5) The drug is C/C(=N\NC(=O)Cc1ccc(Cl)cc1)c1ccccn1. The result is 1 (inhibitor). (6) The compound is Cn1nnnc1SCC(=O)Nc1ccccc1[N+](=O)[O-]. The result is 0 (non-inhibitor). (7) The drug is Cc1ccc(S(=O)(=O)ON=C2CCN(S(=O)(=O)c3ccccc3)CC2)cc1. The result is 0 (non-inhibitor). (8) The drug is Cc1ccc(F)cc1NC(=O)C12CC3CC(C1)CC(n1cnc([N+](=O)[O-])n1)(C3)C2. The result is 0 (non-inhibitor). (9) The compound is O=C(Nc1ccc(S(=O)(=O)N2CCCCC2)cc1)c1ccc(CN2CCc3ccccc3C2)cc1. The result is 1 (inhibitor). (10) The compound is C[C@@H]1O[C@H]2C3=C(C(=O)[C@H]4O[C@@H]4[C@H]3O)[C@@H]1[C@H]1[C@H](C)OC=C3[C@H](O)[C@H]4O[C@H]4/C(=N\OCc4ccccc4)[C@@]321. The result is 0 (non-inhibitor).